Task: Predict the reaction yield, written as a fraction of the theoretical maximum amount of product (1.0 means a 100% yield; for example, 0.34 means a 34% yield).. Dataset: Reaction yield outcomes from USPTO patents with 853,638 reactions The reactants are C([O-])([O-])=O.[K+].[K+].[CH2:7]([O:9][C:10](=[O:31])[CH2:11][CH2:12][CH2:13][CH2:14][CH2:15][CH2:16][N:17]([C:24]1[CH:29]=[C:28]([OH:30])[CH:27]=[CH:26][N:25]=1)[C:18]1[CH:23]=[CH:22][CH:21]=[CH:20][N:19]=1)[CH3:8].I[CH2:33][CH2:34][CH3:35].CCOC(C)=O. The catalyst is CN(C=O)C.[Cl-].[Na+].O. The product is [CH2:7]([O:9][C:10](=[O:31])[CH2:11][CH2:12][CH2:13][CH2:14][CH2:15][CH2:16][N:17]([C:24]1[CH:29]=[C:28]([O:30][CH2:33][CH2:34][CH3:35])[CH:27]=[CH:26][N:25]=1)[C:18]1[CH:23]=[CH:22][CH:21]=[CH:20][N:19]=1)[CH3:8]. The yield is 0.800.